Dataset: Reaction yield outcomes from USPTO patents with 853,638 reactions. Task: Predict the reaction yield, written as a fraction of the theoretical maximum amount of product (1.0 means a 100% yield; for example, 0.34 means a 34% yield). (1) The reactants are [N:1]([C:4]1[CH:9]=[C:8]([F:10])[CH:7]=[CH:6][C:5]=1[Br:11])=[N+:2]=[N-:3].[CH3:12][Si:13]([C:16]#[CH:17])([CH3:15])[CH3:14]. The catalyst is C1(C)C=CC=CC=1. The product is [Br:11][C:5]1[CH:6]=[CH:7][C:8]([F:10])=[CH:9][C:4]=1[N:1]1[CH:17]=[C:16]([Si:13]([CH3:15])([CH3:14])[CH3:12])[N:3]=[N:2]1. The yield is 0.950. (2) The reactants are Br[C:2]1[CH:7]=[CH:6][C:5]([Cl:8])=[CH:4][C:3]=1[N+:9]([O-:11])=[O:10].[CH3:12][C:13]([C:15]1[CH:16]=[CH:17][C:18]([OH:21])=[CH:19][CH:20]=1)=[O:14].C([O-])([O-])=O.[K+].[K+].O. The catalyst is CN(C=O)C. The product is [Cl:8][C:5]1[CH:6]=[CH:7][C:2]([O:21][C:18]2[CH:19]=[CH:20][C:15]([C:13](=[O:14])[CH3:12])=[CH:16][CH:17]=2)=[C:3]([N+:9]([O-:11])=[O:10])[CH:4]=1. The yield is 0.778. (3) The reactants are C(OC([N:8]1[CH2:11][CH:10]([C:12]2[C:17]([C:18]3[CH:23]=[CH:22][CH:21]=[C:20]([O:24][CH3:25])[CH:19]=3)=[N:16][CH:15]=[CH:14][N:13]=2)[CH2:9]1)=O)(C)(C)C.[ClH:26].CO. No catalyst specified. The product is [ClH:26].[NH:8]1[CH2:11][CH:10]([C:12]2[C:17]([C:18]3[CH:23]=[CH:22][CH:21]=[C:20]([O:24][CH3:25])[CH:19]=3)=[N:16][CH:15]=[CH:14][N:13]=2)[CH2:9]1. The yield is 0.992. (4) The reactants are [CH:1]1([CH2:4][N:5]([CH3:28])[C:6]2[CH:11]=[CH:10][C:9]([S:12]([CH3:15])(=[O:14])=[O:13])=[CH:8][C:7]=2[C:16]2[C:24]3[C:19](=[C:20]([O:25]C)[N:21]=[CH:22][CH:23]=3)[N:18]([CH3:27])[CH:17]=2)[CH2:3][CH2:2]1.Cl.O1CCOCC1. No catalyst specified. The product is [CH:1]1([CH2:4][N:5]([CH3:28])[C:6]2[CH:11]=[CH:10][C:9]([S:12]([CH3:15])(=[O:14])=[O:13])=[CH:8][C:7]=2[C:16]2[C:24]3[CH:23]=[CH:22][NH:21][C:20](=[O:25])[C:19]=3[N:18]([CH3:27])[CH:17]=2)[CH2:3][CH2:2]1. The yield is 0.450. (5) The reactants are [F:1][C:2]([F:19])([F:18])[C:3]1[CH:4]=[C:5]([CH:13]([N:15]=[N+]=[N-])[CH3:14])[CH:6]=[C:7]([C:9]([F:12])([F:11])[F:10])[CH:8]=1.[H][H]. The catalyst is CO.[Pd]. The product is [F:1][C:2]([F:18])([F:19])[C:3]1[CH:4]=[C:5]([CH:13]([NH2:15])[CH3:14])[CH:6]=[C:7]([C:9]([F:10])([F:11])[F:12])[CH:8]=1. The yield is 0.910. (6) The reactants are [CH3:1][C:2]1[O:6][N:5]=[C:4]([C:7]2[CH:12]=[CH:11][CH:10]=[CH:9][CH:8]=2)[C:3]=1[CH2:13][O:14][C:15]1[N:20]=[CH:19][C:18]([C:21]([NH:23][CH:24]2[CH2:29][CH2:28][CH2:27][N:26]([CH2:30][C:31](O)=[O:32])[CH2:25]2)=[O:22])=[CH:17][CH:16]=1.[CH2:34]([CH2:36][NH2:37])[OH:35]. No catalyst specified. The product is [OH:35][CH2:34][CH2:36][NH:37][C:31]([CH2:30][N:26]1[CH2:27][CH2:28][CH2:29][CH:24]([NH:23][C:21](=[O:22])[C:18]2[CH:17]=[CH:16][C:15]([O:14][CH2:13][C:3]3[C:4]([C:7]4[CH:8]=[CH:9][CH:10]=[CH:11][CH:12]=4)=[N:5][O:6][C:2]=3[CH3:1])=[N:20][CH:19]=2)[CH2:25]1)=[O:32]. The yield is 0.670.